Dataset: Reaction yield outcomes from USPTO patents with 853,638 reactions. Task: Predict the reaction yield, written as a fraction of the theoretical maximum amount of product (1.0 means a 100% yield; for example, 0.34 means a 34% yield). (1) The reactants are [F:1][C:2]1[CH:7]=[C:6]([CH3:8])[C:5]([N+:9]([O-:11])=[O:10])=[CH:4][C:3]=1[N+:12]([O-:14])=[O:13].C[C:16]([N:18]([CH3:20])[CH3:19])=O.CN(C=O)C. The catalyst is O. The product is [F:1][C:2]1[C:3]([N+:12]([O-:14])=[O:13])=[CH:4][C:5]([N+:9]([O-:11])=[O:10])=[C:6](/[CH:8]=[CH:16]/[N:18]([CH3:20])[CH3:19])[CH:7]=1. The yield is 0.630. (2) The reactants are [Cl:1][C:2]1[CH:3]=[C:4]([N:12]([CH2:23][CH3:24])[CH:13]2[CH2:18][CH2:17][N:16]([CH2:19][CH2:20][O:21][CH3:22])[CH2:15][CH2:14]2)[C:5]([CH3:11])=[C:6]([CH:10]=1)[C:7](O)=[O:8].C([N:27]([CH2:30][CH3:31])[CH2:28][CH3:29])C.[CH2:32]1[CH2:36][N:35]([P+](ON2N=NC3C=CC=CC2=3)([N:35]2[CH2:36][CH2:32][CH2:33][CH2:34]2)[N:35]2[CH2:36][CH2:32][CH2:33][CH2:34]2)[CH2:34][CH2:33]1.F[P-](F)(F)(F)(F)F.CS(C)=[O:67]. The catalyst is O. The product is [Cl:1][C:2]1[CH:3]=[C:4]([N:12]([CH2:23][CH3:24])[CH:13]2[CH2:18][CH2:17][N:16]([CH2:19][CH2:20][O:21][CH3:22])[CH2:15][CH2:14]2)[C:5]([CH3:11])=[C:6]([CH:10]=1)[C:7]([NH:35][CH2:34][C:33]1[C:32](=[O:67])[CH:36]=[C:28]([CH3:29])[NH:27][C:30]=1[CH3:31])=[O:8]. The yield is 0.0290. (3) The reactants are [Cl:1][C:2]1[C:3]([O:12][C:13]2[CH:18]=[C:17]([O:19][CH2:20][CH2:21][O:22][CH3:23])[CH:16]=[CH:15][C:14]=2[CH2:24][CH2:25][CH2:26][NH2:27])=[N:4][CH:5]=[C:6]([C:8]([F:11])([F:10])[F:9])[CH:7]=1.N1C=CC=CC=1.[C:34]1([S:40](Cl)(=[O:42])=[O:41])[CH:39]=[CH:38][CH:37]=[CH:36][CH:35]=1.[Cl-].[NH4+]. The catalyst is C(OCC)(=O)C. The product is [Cl:1][C:2]1[C:3]([O:12][C:13]2[CH:18]=[C:17]([O:19][CH2:20][CH2:21][O:22][CH3:23])[CH:16]=[CH:15][C:14]=2[CH2:24][CH2:25][CH2:26][NH:27][S:40]([C:34]2[CH:39]=[CH:38][CH:37]=[CH:36][CH:35]=2)(=[O:42])=[O:41])=[N:4][CH:5]=[C:6]([C:8]([F:9])([F:11])[F:10])[CH:7]=1. The yield is 0.340. (4) The catalyst is C(OCC)(=O)C.C(O)C. The reactants are [NH2:1][C:2]1[C:10]([C:11]([OH:13])=[O:12])=[CH:9][CH:8]=[C:7]2[C:3]=1[CH2:4][CH2:5][CH2:6]2.[CH3:14][Si](C=[N+]=[N-])(C)C. The yield is 0.760. The product is [CH3:14][O:12][C:11]([C:10]1[C:2]([NH2:1])=[C:3]2[C:7](=[CH:8][CH:9]=1)[CH2:6][CH2:5][CH2:4]2)=[O:13]. (5) The reactants are Br[C:2]1[CH:6]=[CH:5][S:4][C:3]=1[C:7]1[S:8][CH:9]=[CH:10][CH:11]=1.C([Li])CCC.[CH3:17][CH2:18][C:19](=[O:22])[CH2:20][CH3:21]. The catalyst is C(OCC)C. The product is [S:4]1[CH:5]=[CH:6][C:2]([C:19]([OH:22])([CH2:20][CH3:21])[CH2:18][CH3:17])=[C:3]1[C:7]1[S:8][CH:9]=[CH:10][CH:11]=1. The yield is 0.560. (6) The yield is 0.610. The product is [O:23]=[C:22]1[N:1]([C:3]2[N:8]=[CH:7][C:6]([C:9]([O:11][C:12]([CH3:15])([CH3:14])[CH3:13])=[O:10])=[CH:5][CH:4]=2)[NH:2][C:17]2[CH2:21][S:20][CH2:19][C:18]1=2. The reactants are [NH:1]([C:3]1[N:8]=[CH:7][C:6]([C:9]([O:11][C:12]([CH3:15])([CH3:14])[CH3:13])=[O:10])=[CH:5][CH:4]=1)[NH2:2].O=[C:17]1[CH2:21][S:20][CH2:19][CH:18]1[C:22](OC)=[O:23]. No catalyst specified. (7) The reactants are [CH3:1][O:2][C:3]1[CH:4]=[C:5]([C:8]([O:11]COC)=[CH:9][N:10]=1)[CH:6]=[O:7].Cl.[C:16]([O-])([O-])=[O:17].[K+].[K+].C1[CH2:26][O:25][CH2:24]C1. The catalyst is O. The product is [OH:11][C:8]1[C:5]([CH:6]=[O:7])=[CH:4][C:3]([O:2][CH2:1][CH2:24][O:25][CH3:26])=[N:10][CH:9]=1.[OH:11][C:8]1[CH:9]=[N:10][C:3]([O:2][CH2:1][CH2:24][O:25][CH3:26])=[C:4]([CH:5]=1)[CH:16]=[O:17]. The yield is 0.600. (8) The reactants are [F:1][C:2]1[CH:7]=[CH:6][CH:5]=[CH:4][C:3]=1[C:8](=[O:15])[CH2:9][C:10]([O:12][CH2:13][CH3:14])=[O:11].[CH3:16][N:17]([CH:19](OC)OC)[CH3:18]. The catalyst is C1(C)C=CC=CC=1. The product is [CH2:13]([O:12][C:10](=[O:11])[C:9]([C:8](=[O:15])[C:3]1[CH:4]=[CH:5][CH:6]=[CH:7][C:2]=1[F:1])=[CH:16][N:17]([CH3:19])[CH3:18])[CH3:14]. The yield is 1.00. (9) The reactants are Cl.[N+:2]([C:5]1[CH:10]=[CH:9][C:8]([C:11]2[CH:12]=[C:13]3[C:18](=[CH:19][CH:20]=2)[CH:17]=[C:16]([O:21][CH2:22][CH2:23][O:24][CH2:25][CH2:26][O:27][CH2:28][CH2:29][OH:30])[CH:15]=[CH:14]3)=[CH:7][CH:6]=1)([O-])=O.[OH-].[Na+]. The catalyst is C(O)C. The product is [NH2:2][C:5]1[CH:6]=[CH:7][C:8]([C:11]2[CH:12]=[C:13]3[C:18](=[CH:19][CH:20]=2)[CH:17]=[C:16]([O:21][CH2:22][CH2:23][O:24][CH2:25][CH2:26][O:27][CH2:28][CH2:29][OH:30])[CH:15]=[CH:14]3)=[CH:9][CH:10]=1. The yield is 0.810. (10) The reactants are Br[C:2]1[N:3]=[C:4]2[C:10]([C:11]([NH:13][C:14]([CH3:17])([CH3:16])[CH3:15])=[O:12])=[CH:9][N:8]([CH2:18][O:19][CH2:20][CH2:21][Si:22]([CH3:25])([CH3:24])[CH3:23])[C:5]2=[N:6][CH:7]=1.[CH3:26][S:27]([C:30]1[CH:36]=[CH:35][C:33]([NH2:34])=[CH:32][CH:31]=1)(=[O:29])=[O:28].CC1(C)C2C(=C(P(C3C=CC=CC=3)C3C=CC=CC=3)C=CC=2)OC2C(P(C3C=CC=CC=3)C3C=CC=CC=3)=CC=CC1=2.C(=O)([O-])[O-].[Cs+].[Cs+]. The catalyst is O1CCOCC1.C1C=CC(/C=C/C(/C=C/C2C=CC=CC=2)=O)=CC=1.C1C=CC(/C=C/C(/C=C/C2C=CC=CC=2)=O)=CC=1.C1C=CC(/C=C/C(/C=C/C2C=CC=CC=2)=O)=CC=1.[Pd].[Pd]. The product is [C:14]([NH:13][C:11]([C:10]1[C:4]2[C:5](=[N:6][CH:7]=[C:2]([NH:34][C:33]3[CH:32]=[CH:31][C:30]([S:27]([CH3:26])(=[O:29])=[O:28])=[CH:36][CH:35]=3)[N:3]=2)[N:8]([CH2:18][O:19][CH2:20][CH2:21][Si:22]([CH3:25])([CH3:24])[CH3:23])[CH:9]=1)=[O:12])([CH3:17])([CH3:16])[CH3:15]. The yield is 0.590.